The task is: Predict the reactants needed to synthesize the given product.. This data is from Retrosynthesis with 50K atom-mapped reactions and 10 reaction types from USPTO. (1) Given the product Cc1c(OS(C)(=O)=O)ccc2c1C(=O)N(Cc1ccccc1-c1ccccc1)C2C(=O)NC(C)(C)C, predict the reactants needed to synthesize it. The reactants are: CS(=O)(=O)Cl.Cc1c(O)ccc2c1C(=O)N(Cc1ccccc1-c1ccccc1)C2C(=O)NC(C)(C)C. (2) Given the product CC(=O)c1ccc2cc(C(O)(c3cn(C(c4ccccc4)(c4ccccc4)c4ccccc4)cn3)C(C)C)ccc2c1, predict the reactants needed to synthesize it. The reactants are: CC(C)C(O)(c1ccc2cc(Br)ccc2c1)c1cn(C(c2ccccc2)(c2ccccc2)c2ccccc2)cn1.CON(C)C(C)=O. (3) Given the product Nc1cc2c(Nc3ccc(Cl)c(Cl)c3)ncnc2cc1Cl, predict the reactants needed to synthesize it. The reactants are: O=[N+]([O-])c1cc2c(Nc3ccc(Cl)c(Cl)c3)ncnc2cc1Cl. (4) Given the product CC(C)(C)OC(=O)N[C@@H]1C[C@H]1c1cccc(C(=O)O)c1, predict the reactants needed to synthesize it. The reactants are: COC(=O)c1cccc([C@@H]2C[C@H]2NC(=O)OC(C)(C)C)c1. (5) Given the product COC(=O)c1ccc(OCCCCCCCBr)cc1, predict the reactants needed to synthesize it. The reactants are: BrCCCCCCCBr.COC(=O)c1ccc(O)cc1. (6) Given the product CCCCCCCCNC(=O)C(CCS(C)=O)NC(=O)OC(C)(C)C, predict the reactants needed to synthesize it. The reactants are: CCCCCCCCN.CS(=O)CCC(NC(=O)OC(C)(C)C)C(=O)O. (7) Given the product CC(F)(F)c1cccc(CC(NC(=O)c2cccc3c2C=CCCC3)C(O)c2ccc(F)cc2)c1, predict the reactants needed to synthesize it. The reactants are: CC(F)(F)c1cccc(CC(N)C(O)c2ccc(F)cc2)c1.O=C(O)c1cccc2c1C=CCCC2. (8) Given the product Clc1cc(Cl)c(OC2CCCCO2)cc1Cl, predict the reactants needed to synthesize it. The reactants are: C1=COCCC1.Oc1cc(Cl)c(Cl)cc1Cl.